From a dataset of Reaction yield outcomes from USPTO patents with 853,638 reactions. Predict the reaction yield, written as a fraction of the theoretical maximum amount of product (1.0 means a 100% yield; for example, 0.34 means a 34% yield). (1) The reactants are [CH2:1]([CH2:3][NH2:4])[OH:2].Cl[C:6]1[C:11]([N+:12]([O-:14])=[O:13])=[CH:10][CH:9]=[CH:8][C:7]=1[N+:15]([O-:17])=[O:16]. The catalyst is O1CCCC1.C(OCC)(=O)C. The product is [N+:12]([C:11]1[CH:10]=[CH:9][CH:8]=[C:7]([N+:15]([O-:17])=[O:16])[C:6]=1[NH:4][CH2:3][CH2:1][OH:2])([O-:14])=[O:13]. The yield is 0.990. (2) The reactants are [CH:1]([C:3]1[C:12]2[C:7](=[CH:8][CH:9]=[CH:10][CH:11]=2)[C:6]([CH2:13][N:14]2[C:22](=[O:23])[C:21]3[C:16](=[CH:17][CH:18]=[CH:19][CH:20]=3)[C:15]2=[O:24])=[CH:5][CH:4]=1)=[CH2:2].Br[CH:26]([C:31]1[CH:36]=[C:35]([Cl:37])[C:34]([Cl:38])=[C:33]([Cl:39])[CH:32]=1)[C:27]([F:30])([F:29])[F:28].N1C=CC=CC=1C1C=CC=CN=1. The catalyst is ClC1C=CC=CC=1Cl.Cl[Cu]. The product is [F:30][C:27]([F:28])([F:29])[CH:26]([C:31]1[CH:32]=[C:33]([Cl:39])[C:34]([Cl:38])=[C:35]([Cl:37])[CH:36]=1)/[CH:2]=[CH:1]/[C:3]1[C:12]2[C:7](=[CH:8][CH:9]=[CH:10][CH:11]=2)[C:6]([CH2:13][N:14]2[C:22](=[O:23])[C:21]3[C:16](=[CH:17][CH:18]=[CH:19][CH:20]=3)[C:15]2=[O:24])=[CH:5][CH:4]=1. The yield is 0.560.